From a dataset of Catalyst prediction with 721,799 reactions and 888 catalyst types from USPTO. Predict which catalyst facilitates the given reaction. (1) Reactant: [CH2:1]([C:3]1[CH:4]=[C:5]([CH:8]=O)[NH:6][N:7]=1)[CH3:2].[CH3:10][O:11][C:12]1[CH:17]=[CH:16][C:15]([NH2:18])=[C:14]([NH2:19])[CH:13]=1.S(S([O-])=O)([O-])(=O)=O.[Na+].[Na+]. Product: [CH2:1]([C:3]1[CH:4]=[C:5]([C:8]2[NH:18][C:15]3[CH:16]=[CH:17][C:12]([O:11][CH3:10])=[CH:13][C:14]=3[N:19]=2)[NH:6][N:7]=1)[CH3:2]. The catalyst class is: 8. (2) Reactant: [F:1][C:2]1[CH:7]=[CH:6][CH:5]=[C:4]([F:8])[N:3]=1.[CH:9]([N-]C(C)C)([CH3:11])[CH3:10].[Li+].C(=[O:20])CC. The catalyst class is: 7. Product: [F:1][C:2]1[C:7]([CH2:10][CH:9]([OH:20])[CH3:11])=[CH:6][CH:5]=[C:4]([F:8])[N:3]=1. (3) Reactant: [CH:1]1([CH:4]([C:6]2[CH:11]=[CH:10][C:9]([Cl:12])=[CH:8][CH:7]=2)O)[CH2:3][CH2:2]1.FC(F)(F)C(O)=O.[CH3:20][S:21][CH2:22][C:23]1[CH:24]=[CH:25][CH:26]=[C:27]2[C:31]=1[NH:30][CH:29]=[CH:28]2. Product: [Cl:12][C:9]1[CH:10]=[CH:11][C:6]([CH:4]([CH:1]2[CH2:3][CH2:2]2)[C:28]2[C:27]3[C:31](=[C:23]([CH2:22][S:21][CH3:20])[CH:24]=[CH:25][CH:26]=3)[NH:30][CH:29]=2)=[CH:7][CH:8]=1. The catalyst class is: 4. (4) Reactant: [CH:1]([N:5]1[C:13]2[CH:12]=[C:11](Cl)[N:10]=[CH:9][C:8]=2[C:7]([N:15]2[CH2:19][CH2:18][NH:17][C:16]2=[O:20])=[N:6]1)([CH2:3][CH3:4])[CH3:2].[NH2:21][C:22]1[CH:27]=[CH:26][N:25]=[C:24]([N:28]2[CH2:33][C@H:32]([F:34])[C@H:31]([OH:35])[C:30]([CH3:37])([CH3:36])[CH2:29]2)[N:23]=1.C1(P(C2CCCCC2)C2C(OC)=CC=C(OC)C=2C2C(C(C)C)=CC(C(C)C)=CC=2C(C)C)CCCCC1.C(=O)([O-])[O-].[Cs+].[Cs+]. Product: [CH:1]([N:5]1[C:13]2[CH:12]=[C:11]([NH:21][C:22]3[CH:27]=[CH:26][N:25]=[C:24]([N:28]4[CH2:33][C@H:32]([F:34])[C@H:31]([OH:35])[C:30]([CH3:37])([CH3:36])[CH2:29]4)[N:23]=3)[N:10]=[CH:9][C:8]=2[C:7]([N:15]2[CH2:19][CH2:18][NH:17][C:16]2=[O:20])=[N:6]1)([CH2:3][CH3:4])[CH3:2]. The catalyst class is: 12. (5) Reactant: C(N(CC)CC)C.Cl.[CH3:9][NH:10][O:11][CH3:12].[Br:13][C:14]1[CH:22]=[CH:21][C:17]([C:18](Cl)=[O:19])=[C:16]([CH3:23])[CH:15]=1. Product: [Br:13][C:14]1[CH:22]=[CH:21][C:17]([C:18]([N:10]([O:11][CH3:12])[CH3:9])=[O:19])=[C:16]([CH3:23])[CH:15]=1. The catalyst class is: 133. (6) Reactant: P(Br)(Br)[Br:2].CN(C)[CH:7]=[O:8].[F:10][C:11]1[CH:12]=[C:13]2[C:18](=[C:19]([F:21])[CH:20]=1)[CH2:17][C:16](=O)[CH2:15][CH2:14]2.C(=O)(O)[O-].[Na+]. Product: [Br:2][C:16]1[CH2:15][CH2:14][C:13]2[C:18](=[C:19]([F:21])[CH:20]=[C:11]([F:10])[CH:12]=2)[C:17]=1[CH:7]=[O:8]. The catalyst class is: 22.